Dataset: Experimentally validated miRNA-target interactions with 360,000+ pairs, plus equal number of negative samples. Task: Binary Classification. Given a miRNA mature sequence and a target amino acid sequence, predict their likelihood of interaction. (1) The miRNA is hsa-miR-4735-3p with sequence AAAGGUGCUCAAAUUAGACAU. The protein sequence of the target gene is MSFFNFRKIFKLGSEKKKKQYEHVKRDLNPEEFWEIIGELGDGAFGKVYKAQNKETNVLAAAKVIDTKSEEELEDYMVEIDILASCDHPNIVKLLDAFYYENNLWILIEFCAGGAVDAVMLELERPLTESQIQVVCKQTLEALNYLHDNKIIHRDLKAGNILFTLDGDIKLADFGVSAKNTRTIQRRDSFIGTPYWMAPEVVMCETSKDRPYDYKADVWSLGITLIEMAEIEPPHHELNPMRVLLKIAKSEPPTLAQPSKWSSNFKDFLRKCLEKNVDARWTTSQLLQHPFVTVDSNKPV.... Result: 0 (no interaction). (2) The miRNA is mmu-miR-3098-3p with sequence UUCUGCUGCCUGCCUUUAGGA. The protein sequence of the target gene is MVVLSVPAEVTVILLDIEGTTTPIAFVKDILFPYIEENVKEYLQTHWEEEECQQDVSLLRKQAEEDAHLDGAVPIPAASGNGVDDLQQMIQAVVDNVCWQMSLDRKTTALKQLQGHMWRAAFTAGRMKAEFFADVVPAVRKWREAGMKVYIYSSGSVEAQKLLFGHSTEGDILELVDGHFDTKIGHKVESESYRKIADSIGCSTNNILFLTDVTREASAAEEADVHVAVVVRPGNAGLTDDEKTYYSLITSFSELYLPSST. Result: 0 (no interaction). (3) The miRNA is hsa-miR-4300 with sequence UGGGAGCUGGACUACUUC. The protein sequence of the target gene is MRWGHHLPRASWGSGFRRALQRPDDRIPFLIHWSWPLQGERPFGPPRAFIRHHGSSVDSAPPPGRHGRLFPSASATEAIQRHRRNLAEWFSRLPREERQFGPTFALDTVHVDPVIRESTPDELLRPPAELALEHQPPQAGLPPLALSQLFNPDACGRRVQTVVLYGTVGTGKSTLVRKMVLDWCYGRLPAFELLIPFSCEDLSSLGPAPASLCQLVAQRYTPLKEVLPLMAAAGSHLLFVLHGLEHLNLDFRLAGTGLCSDPEEPQEPAAIIVNLLRKYMLPQASILVTTRPSAIGRIPS.... Result: 0 (no interaction). (4) The miRNA is hsa-miR-324-3p with sequence CCCACUGCCCCAGGUGCUGCUGG. The protein sequence of the target gene is MPQASEHRLGRTREPPVNIQPRVGSKLPFAPRARSKERRNPASGPNPMLRPLPPRPGLPDERLKKLELGRGRTSGPRPRGPLRADHGVPLPGSPPPTVALPLPSRTNLARSKSVSSGDLRPMGIALGGHRGTGELGAALSRLALRPEPPTLRRSTSLRRLGGFPGPPTLFSIRTEPPASHGSFHMISARSSEPFYSDDKMAHHTLLLGSGHVGLRNLGNTCFLNAVLQCLSSTRPLRDFCLRRDFRQEVPGGGRAQELTEAFADVIGALWHPDSCEAVNPTRFRAVFQKYVPSFSGYSQQ.... Result: 0 (no interaction). (5) The miRNA is mmu-miR-669a-3-3p with sequence ACAUAACAUACACACACAUGUAU. The protein sequence of the target gene is MGEPSREEYKIQSFDAETQQLLKTALKDPGAVDLEKVANVIVDHSLQDCVFSKEAGRMCYAIIQAESKQAGQSVFRRGLLNRLQQEYQAREQLRARSLQGWVCYVTFICNIFDYLRVNNMPMMALVNPVYDCLFRLAQPDSLSKEEEVDCLVLQLHRVGEQLEKMNGQRMDELFVLIRDGFLLPTGLSSLAQLLLLEIIEFRAAGWKTTPAAHKYYYSEVSD. Result: 0 (no interaction). (6) Result: 1 (interaction). The protein sequence of the target gene is MESERDMYRQFQDWCLRTYGDSGKTKTVTRKKYERIVQLLNGSESSSTDNAKFKFWVKSKGFQLGQPDEVRGGGGGAKQVLYVPVKTTDGVGVDEKLSLRRVAVVEDFFDIIYSMHVETGPNGEQIRKHAGQKRTYKAISESYAFLPREAVTRFLMSCSECQKRMHLNPDGTDHKDNGKPPTLVTSMIDYNMPITMAYMKHMKLQLLNSQQDEDESSIESDEFDMSDSTRMSAVNSDLSSNLEERMQSPQNLHGQQDDDSAAESFNGNETLGHSSIASGGTHSREMGDSNSDGKTGLEQD.... The miRNA is hsa-miR-1202 with sequence GUGCCAGCUGCAGUGGGGGAG. (7) The miRNA is hsa-miR-5010-3p with sequence UUUUGUGUCUCCCAUUCCCCAG. The protein sequence of the target gene is MTIEDLPDFPLEGNPLFGRYPFIFSASDTPVIFSISAAPMPSDCEFSFFDPNDASCQEILFDPKTSVSELFAILRQWVPQVQQNIDIIGNEILKRGCNVNDRDGLTDMTLLHYTCKSGAHGIGDVETAVKFATQLIDLGADISLRSRWTNMNALHYAAYFDVPELIRVILKTSKPKDVDATCSDFNFGTALHIAAYNLCAGAVKCLLEQGANPAFRNDKGQIPADVVPDPVDMPLEMADAAATAKEIKQMLLDAVPLSCNISKAMLPNYDHVTGKAMLTSLGLKLGDRVVIAGQKVGTLR.... Result: 1 (interaction). (8) The miRNA is hsa-miR-4252 with sequence GGCCACUGAGUCAGCACCA. The protein sequence of the target gene is MQKRQGYCSYCRVQYNNLEQHLFSAQHRSLTRQSRRQICTSSLMERFLQDVLQHHPYHCQESSSTQDETHVNTGSSSEVVHLDDAFSEEEEEDEDKVEDEDATEERPSEVSEPIEELHSRPHKSQEGTQEVSVRPSVIQKLEKGQQQPLEFVHKIGASVRKCNLVDIGQATNNRSNLVRPPVICNAPASCLPESSNDRPVTANTTSLPPAAHLDSVSKCDPNKVEKYLEQPDGASRNPVPSSHVETTSFSYQKHKESNRKSLRMNSDKLVLWKDVKSQGKTLSAGLKFHERMGTKGSLRV.... Result: 0 (no interaction).